Dataset: NCI-60 drug combinations with 297,098 pairs across 59 cell lines. Task: Regression. Given two drug SMILES strings and cell line genomic features, predict the synergy score measuring deviation from expected non-interaction effect. (1) Drug 1: CC(C1=C(C=CC(=C1Cl)F)Cl)OC2=C(N=CC(=C2)C3=CN(N=C3)C4CCNCC4)N. Drug 2: CC1C(C(CC(O1)OC2CC(CC3=C2C(=C4C(=C3O)C(=O)C5=C(C4=O)C(=CC=C5)OC)O)(C(=O)C)O)N)O.Cl. Cell line: SW-620. Synergy scores: CSS=39.2, Synergy_ZIP=2.37, Synergy_Bliss=4.60, Synergy_Loewe=-8.62, Synergy_HSA=3.92. (2) Drug 1: CC12CCC(CC1=CCC3C2CCC4(C3CC=C4C5=CN=CC=C5)C)O. Drug 2: C1C(C(OC1N2C=NC3=C(N=C(N=C32)Cl)N)CO)O. Cell line: HCC-2998. Synergy scores: CSS=11.4, Synergy_ZIP=-2.48, Synergy_Bliss=4.47, Synergy_Loewe=-0.944, Synergy_HSA=3.03. (3) Drug 1: CN1CCC(CC1)COC2=C(C=C3C(=C2)N=CN=C3NC4=C(C=C(C=C4)Br)F)OC. Drug 2: CCCCC(=O)OCC(=O)C1(CC(C2=C(C1)C(=C3C(=C2O)C(=O)C4=C(C3=O)C=CC=C4OC)O)OC5CC(C(C(O5)C)O)NC(=O)C(F)(F)F)O. Cell line: NCI-H522. Synergy scores: CSS=10.9, Synergy_ZIP=-6.45, Synergy_Bliss=1.61, Synergy_Loewe=0.914, Synergy_HSA=1.29. (4) Drug 1: CCN(CC)CCCC(C)NC1=C2C=C(C=CC2=NC3=C1C=CC(=C3)Cl)OC. Drug 2: CN(C(=O)NC(C=O)C(C(C(CO)O)O)O)N=O. Cell line: SR. Synergy scores: CSS=64.6, Synergy_ZIP=-2.89, Synergy_Bliss=-4.90, Synergy_Loewe=-21.9, Synergy_HSA=-3.27. (5) Drug 1: C1C(C(OC1N2C=NC3=C2NC=NCC3O)CO)O. Drug 2: B(C(CC(C)C)NC(=O)C(CC1=CC=CC=C1)NC(=O)C2=NC=CN=C2)(O)O. Cell line: HOP-92. Synergy scores: CSS=50.7, Synergy_ZIP=2.64, Synergy_Bliss=2.10, Synergy_Loewe=-43.2, Synergy_HSA=-2.36. (6) Drug 1: COC1=CC(=CC(=C1O)OC)C2C3C(COC3=O)C(C4=CC5=C(C=C24)OCO5)OC6C(C(C7C(O6)COC(O7)C8=CC=CS8)O)O. Drug 2: CC(C1=C(C=CC(=C1Cl)F)Cl)OC2=C(N=CC(=C2)C3=CN(N=C3)C4CCNCC4)N. Cell line: SF-295. Synergy scores: CSS=57.5, Synergy_ZIP=4.22, Synergy_Bliss=8.25, Synergy_Loewe=1.31, Synergy_HSA=10.5.